From a dataset of Retrosynthesis with 50K atom-mapped reactions and 10 reaction types from USPTO. Predict the reactants needed to synthesize the given product. (1) Given the product O=C(NN1CCCCCC1)C(CS)Cc1ccccc1, predict the reactants needed to synthesize it. The reactants are: CC(=O)SCC(Cc1ccccc1)C(=O)NN1CCCCCC1. (2) The reactants are: CC(=O)OC(C)=O.FC(F)(F)c1cc(CNCC2(c3ccccc3)CCC3(CC2)OCCO3)cc(C(F)(F)F)c1. Given the product CC(=O)N(Cc1cc(C(F)(F)F)cc(C(F)(F)F)c1)CC1(c2ccccc2)CCC2(CC1)OCCO2, predict the reactants needed to synthesize it.